This data is from Catalyst prediction with 721,799 reactions and 888 catalyst types from USPTO. The task is: Predict which catalyst facilitates the given reaction. (1) Reactant: [Cl:1][C:2]1[CH:3]=[CH:4][C:5]([NH:8][C:9](=[O:36])[C:10]2[CH:15]=[CH:14][C:13]([C:16]([O:18]C)=[O:17])=[CH:12][C:11]=2[NH:20][C:21](=[O:35])[C:22]2[CH:27]=[CH:26][C:25]([S:28][CH3:29])=[CH:24][C:23]=2[O:30][CH2:31][CH2:32][CH2:33][NH2:34])=[N:6][CH:7]=1.CO.[Li+].[OH-].Cl. Product: [ClH:1].[Cl:1][C:2]1[CH:3]=[CH:4][C:5]([NH:8][C:9](=[O:36])[C:10]2[CH:15]=[CH:14][C:13]([C:16]([OH:18])=[O:17])=[CH:12][C:11]=2[NH:20][C:21](=[O:35])[C:22]2[CH:27]=[CH:26][C:25]([S:28][CH3:29])=[CH:24][C:23]=2[O:30][CH2:31][CH2:32][CH2:33][NH2:34])=[N:6][CH:7]=1. The catalyst class is: 6. (2) Reactant: [N:1]1([C:14]([O:16][C:17]([CH3:20])([CH3:19])[CH3:18])=[O:15])[CH2:10][C:9]2[C:4](=[CH:5][CH:6]=[CH:7][CH:8]=2)[CH2:3][C@@H:2]1[C:11]([OH:13])=O.Cl.[CH3:22]OCN.C(Cl)CCl.C1C=C[C:33]2[N:38]([OH:39])N=NC=2C=1.CCN(C(C)C)C(C)C. Product: [N:1]1([C:14]([O:16][C:17]([CH3:20])([CH3:19])[CH3:18])=[O:15])[CH2:10][C:9]2[C:4](=[CH:5][CH:6]=[CH:7][CH:8]=2)[CH2:3][C@@H:2]1[C:11]([N:38]([O:39][CH3:22])[CH3:33])=[O:13]. The catalyst class is: 476. (3) Reactant: [ClH:1].O1CCOCC1.C(OC([NH:15][C@@H:16]([CH2:49][N:50]([CH3:52])[CH3:51])[C:17]([NH:19][CH2:20][C:21](=[C:23]1[CH2:28][CH2:27][CH2:26][N:25]([C:29]2[C:38]([O:39][CH3:40])=[C:37]3[C:32]([C:33](=[O:47])[C:34]([C:44]([OH:46])=[O:45])=[CH:35][N:36]3[CH:41]3[CH2:43][CH2:42]3)=[CH:31][C:30]=2[F:48])[CH2:24]1)[F:22])=[O:18])=O)(C)(C)C. Product: [ClH:1].[ClH:1].[NH2:15][C@@H:16]([CH2:49][N:50]([CH3:51])[CH3:52])[C:17]([NH:19][CH2:20][C:21](=[C:23]1[CH2:28][CH2:27][CH2:26][N:25]([C:29]2[C:38]([O:39][CH3:40])=[C:37]3[C:32]([C:33](=[O:47])[C:34]([C:44]([OH:46])=[O:45])=[CH:35][N:36]3[CH:41]3[CH2:42][CH2:43]3)=[CH:31][C:30]=2[F:48])[CH2:24]1)[F:22])=[O:18]. The catalyst class is: 2. (4) Reactant: [NH2:1][C:2]1[CH:7]=[CH:6][C:5]([Cl:8])=[CH:4][C:3]=1[CH2:9][C:10]([O-:12])=O.[NH2:1][C:2]1[CH:7]=[CH:6][C:5]([Cl:8])=[CH:4][C:3]=1[CH2:9][C:10]([O-:12])=O.[Ba+2].Br[CH2:27][C:28]1[N:32]2[N:33]=[C:34]([Cl:37])[CH:35]=[CH:36][C:31]2=[N:30][C:29]=1[C:38]([F:41])([F:40])[F:39]. Product: [Cl:8][C:5]1[CH:4]=[C:3]2[C:2](=[CH:7][CH:6]=1)[N:1]([CH2:27][C:28]1[N:32]3[N:33]=[C:34]([Cl:37])[CH:35]=[CH:36][C:31]3=[N:30][C:29]=1[C:38]([F:41])([F:39])[F:40])[C:10](=[O:12])[CH2:9]2. The catalyst class is: 7. (5) Product: [CH2:20]1[N:19]([C:15]2[CH:14]=[CH:13][C:12]([N:8]3[C:9](=[O:10])[O:11][C@@H:6]([CH2:5][NH2:4])[CH2:7]3)=[CH:17][C:16]=2[F:18])[CH2:24][CH2:23][O:22][CH2:21]1. The catalyst class is: 8. Reactant: CC([NH:4][CH2:5][C@@H:6]1[O:11][C:9](=[O:10])[N:8]([C:12]2[CH:13]=[CH:14][C:15]([N:19]3[CH2:24][CH2:23][O:22][CH2:21][CH2:20]3)=[C:16]([F:18])[CH:17]=2)[CH2:7]1)=O.Cl.ON.N1C=CC=CC=1. (6) Reactant: COC.[CH2:4]([N:11]1[C:19]2[C:14](=[CH:15][CH:16]=[CH:17][CH:18]=2)[C:13]([CH2:20][CH2:21][CH2:22][CH2:23][CH3:24])=[C:12]1[C:25]1[CH:34]=[CH:33][C:32]2[C:27](=[CH:28][CH:29]=[C:30]([O:35]C)[CH:31]=2)[CH:26]=1)[C:5]1[CH:10]=[CH:9][CH:8]=[CH:7][CH:6]=1.B(Br)(Br)Br. Product: [CH2:4]([N:11]1[C:19]2[C:14](=[CH:15][CH:16]=[CH:17][CH:18]=2)[C:13]([CH2:20][CH2:21][CH2:22][CH2:23][CH3:24])=[C:12]1[C:25]1[CH:26]=[C:27]2[C:32](=[CH:33][CH:34]=1)[CH:31]=[C:30]([OH:35])[CH:29]=[CH:28]2)[C:5]1[CH:6]=[CH:7][CH:8]=[CH:9][CH:10]=1. The catalyst class is: 2.